This data is from Forward reaction prediction with 1.9M reactions from USPTO patents (1976-2016). The task is: Predict the product of the given reaction. (1) The product is: [Br:4][C:5]1[C:6]2[S:17][C:16]([C:15]([O:19][CH2:20][CH3:21])=[O:18])=[CH:8][C:7]=2[C:10]([Cl:13])=[CH:11][CH:12]=1. Given the reactants C(#N)C.[Br:4][C:5]1[C:6](F)=[C:7]([C:10]([Cl:13])=[CH:11][CH:12]=1)[CH:8]=O.[C:15]([O:19][CH2:20][CH3:21])(=[O:18])[CH2:16][SH:17].C(N(CC)CC)C, predict the reaction product. (2) The product is: [CH3:1][S:2]([C:5]1[CH:10]=[CH:9][C:8]([NH:11][C:12]2[N:13]=[CH:14][N:15]=[C:16]([O:21][CH:22]3[CH2:27][CH2:26][N:25]([C:35]([C:36]4[CH:37]=[N:38][CH:39]=[CH:40][CH:41]=4)=[O:42])[CH2:24][CH2:23]3)[C:17]=2[N+:18]([O-:20])=[O:19])=[CH:7][CH:6]=1)(=[O:4])=[O:3]. Given the reactants [CH3:1][S:2]([C:5]1[CH:10]=[CH:9][C:8]([NH:11][C:12]2[C:17]([N+:18]([O-:20])=[O:19])=[C:16]([O:21][CH:22]3[CH2:27][CH2:26][NH:25][CH2:24][CH2:23]3)[N:15]=[CH:14][N:13]=2)=[CH:7][CH:6]=1)(=[O:4])=[O:3].C(N(CC)CC)C.[C:35](Cl)(=[O:42])[C:36]1[CH:41]=[CH:40][CH:39]=[N:38][CH:37]=1, predict the reaction product. (3) Given the reactants COC1C=C2C(=CC=1)C(N)CCC2.FC1C=C(F)C=CC=1S(C)(=O)=O.C(N(C(C)C)CC)(C)C.F[C:36]1[CH:37]=[CH:38][C:39]([S:55]([CH3:58])(=[O:57])=[O:56])=[C:40]([NH:42][CH:43]2[C:52]3[C:47](=[CH:48][C:49]([O:53][CH3:54])=[CH:50][CH:51]=3)[CH2:46][CH2:45][CH2:44]2)[CH:41]=1.[NH:59]1[CH2:64][CH2:63][NH:62][CH2:61][CH2:60]1, predict the reaction product. The product is: [CH3:54][O:53][C:49]1[CH:48]=[C:47]2[C:52](=[CH:51][CH:50]=1)[CH:43]([NH:42][C:40]1[CH:41]=[C:36]([N:59]3[CH2:64][CH2:63][NH:62][CH2:61][CH2:60]3)[CH:37]=[CH:38][C:39]=1[S:55]([CH3:58])(=[O:57])=[O:56])[CH2:44][CH2:45][CH2:46]2. (4) Given the reactants [CH2:1]([C:12]1[N:16]=[C:15]([C:17]2[CH:24]=[CH:23][C:20]([CH:21]=O)=[CH:19][CH:18]=2)[O:14][N:13]=1)[CH2:2][CH2:3][CH2:4][CH2:5][CH2:6][CH2:7][CH2:8][CH2:9][CH2:10][CH3:11].[Cl:25][C:26]1[CH:27]=[C:28]([CH2:32][CH2:33][NH2:34])[CH:29]=[CH:30][CH:31]=1, predict the reaction product. The product is: [Cl:25][C:26]1[CH:27]=[C:28]([CH2:32][CH2:33][NH:34][CH2:21][C:20]2[CH:23]=[CH:24][C:17]([C:15]3[O:14][N:13]=[C:12]([CH2:1][CH2:2][CH2:3][CH2:4][CH2:5][CH2:6][CH2:7][CH2:8][CH2:9][CH2:10][CH3:11])[N:16]=3)=[CH:18][CH:19]=2)[CH:29]=[CH:30][CH:31]=1. (5) Given the reactants Cl[C:2]1[CH:7]=[CH:6][C:5]([N+:8]([O-:10])=[O:9])=[CH:4][N:3]=1.[CH2:11]([C:15]1[CH:20]=[CH:19][C:18]([OH:21])=[CH:17][CH:16]=1)[CH2:12][CH2:13][CH3:14].C([O-])([O-])=O.[K+].[K+], predict the reaction product. The product is: [CH2:11]([C:15]1[CH:16]=[CH:17][C:18]([O:21][C:2]2[CH:7]=[CH:6][C:5]([N+:8]([O-:10])=[O:9])=[CH:4][N:3]=2)=[CH:19][CH:20]=1)[CH2:12][CH2:13][CH3:14]. (6) Given the reactants Br[C:2]1[CH:3]=[C:4]([S:8]([NH:11][C:12]2[CH:20]=[CH:19][C:15]([C:16]([OH:18])=[O:17])=[C:14]([OH:21])[CH:13]=2)(=[O:10])=[O:9])[CH:5]=[CH:6][CH:7]=1.[CH:22]([O:25][C:26]([C:28]1[CH:29]=[C:30](B(O)O)[CH:31]=[CH:32][CH:33]=1)=[O:27])([CH3:24])[CH3:23].C([O-])([O-])=O.[K+].[K+].C(Cl)Cl, predict the reaction product. The product is: [OH:21][C:14]1[CH:13]=[C:12]([NH:11][S:8]([C:4]2[CH:3]=[C:2]([C:30]3[CH:31]=[CH:32][CH:33]=[C:28]([C:26]([O:25][CH:22]([CH3:24])[CH3:23])=[O:27])[CH:29]=3)[CH:7]=[CH:6][CH:5]=2)(=[O:10])=[O:9])[CH:20]=[CH:19][C:15]=1[C:16]([OH:18])=[O:17].